Dataset: Reaction yield outcomes from USPTO patents with 853,638 reactions. Task: Predict the reaction yield, written as a fraction of the theoretical maximum amount of product (1.0 means a 100% yield; for example, 0.34 means a 34% yield). (1) The reactants are [C:1]([O:5][C:6](=[O:26])[C:7]1[CH:12]=[CH:11][C:10]([CH2:13][N:14]2[CH:23]=[CH:22][C:21]3[C:16](=[CH:17][C:18](Br)=[CH:19][CH:20]=3)[C:15]2=[O:25])=[CH:9][CH:8]=1)([CH3:4])([CH3:3])[CH3:2].[CH2:27]([N:30]1C=[CH:33][N:32]=[CH:31]1)[C:28]#[CH:29].C([N:37](CC)CC)C. The catalyst is CN(C)C=O.[Cu]I.C1C=CC([P]([Pd]([P](C2C=CC=CC=2)(C2C=CC=CC=2)C2C=CC=CC=2)([P](C2C=CC=CC=2)(C2C=CC=CC=2)C2C=CC=CC=2)[P](C2C=CC=CC=2)(C2C=CC=CC=2)C2C=CC=CC=2)(C2C=CC=CC=2)C2C=CC=CC=2)=CC=1. The product is [C:1]([O:5][C:6](=[O:26])[C:7]1[CH:12]=[CH:11][C:10]([CH2:13][N:14]2[CH:23]=[CH:22][C:21]3[C:16](=[CH:17][C:18]([C:29]#[C:28][CH2:27][N:30]4[CH:31]=[N:32][CH:33]=[N:37]4)=[CH:19][CH:20]=3)[C:15]2=[O:25])=[CH:9][CH:8]=1)([CH3:4])([CH3:3])[CH3:2]. The yield is 0.752. (2) The reactants are F[C:2]1[CH:9]=[CH:8][C:5]([C:6]#[N:7])=[CH:4][CH:3]=1.[CH2:10]([N:17]1[CH2:22][CH2:21][NH:20][CH2:19][CH2:18]1)[C:11]1[CH:16]=[CH:15][CH:14]=[CH:13][CH:12]=1.C(=O)([O-])[O-].[K+].[K+]. The catalyst is CN(C)C=O. The product is [CH2:10]([N:17]1[CH2:22][CH2:21][N:20]([C:2]2[CH:9]=[CH:8][C:5]([C:6]#[N:7])=[CH:4][CH:3]=2)[CH2:19][CH2:18]1)[C:11]1[CH:12]=[CH:13][CH:14]=[CH:15][CH:16]=1. The yield is 0.870.